This data is from Catalyst prediction with 721,799 reactions and 888 catalyst types from USPTO. The task is: Predict which catalyst facilitates the given reaction. (1) Product: [CH3:27][O:28][C:29](=[O:36])[C@H:30]([CH2:32][CH2:33][S:34][CH3:35])[NH:31][C:13](=[O:14])[C:12]1[CH:17]=[CH:18][C:9]([O:8][CH2:7][CH2:6][N:1]2[CH:5]=[CH:4][N:3]=[CH:2]2)=[CH:10][C:11]=1[C:19]1[CH:20]=[CH:21][CH:22]=[CH:23][CH:24]=1. Reactant: [N:1]1([CH2:6][CH2:7][O:8][C:9]2[CH:18]=[CH:17][C:12]([C:13](OC)=[O:14])=[C:11]([C:19]3[CH:24]=[CH:23][CH:22]=[CH:21][CH:20]=3)[CH:10]=2)[CH:5]=[CH:4][N:3]=[CH:2]1.[OH-].[Na+].[CH3:27][O:28][C:29](=[O:36])[C@H:30]([CH2:32][CH2:33][S:34][CH3:35])[NH2:31].CCN=C=NCCCN(C)C.C1C=CC2N(O)N=NC=2C=1. The catalyst class is: 100. (2) Reactant: [C:14]1(P([C:14]2[CH:19]=[CH:18][CH:17]=[CH:16][CH:15]=2)[C:14]2[CH:19]=[CH:18][CH:17]=[CH:16][CH:15]=2)[CH:19]=[CH:18][CH:17]=[CH:16][CH:15]=1.[CH:20]1(C(O)C)CCCC[CH2:21]1.CCOC(/N=N/C(OCC)=O)=O.O1CCCCC1[N:47]1[C:55]2[C:50](=[CH:51][C:52]([C:56]3[N:60]=[CH:59][N:58](C(C4C=CC=CC=4)(C4C=CC=CC=4)C4C=CC=CC=4)[N:57]=3)=[CH:53][CH:54]=2)[C:49]([C:80]2[CH:81]=[C:82]([OH:86])[CH:83]=[CH:84][CH:85]=2)=[N:48]1.Cl. Product: [NH:57]1[C:56]([C:52]2[CH:51]=[C:50]3[C:55](=[CH:54][CH:53]=2)[NH:47][N:48]=[C:49]3[C:80]2[CH:85]=[CH:84][CH:83]=[C:82]([O:86][CH2:20][CH2:21][CH:14]3[CH2:15][CH2:16][CH2:17][CH2:18][CH2:19]3)[CH:81]=2)=[N:60][CH:59]=[N:58]1. The catalyst class is: 7. (3) Reactant: [C:1]([O:5][C:6]([N:8]1[CH2:13][CH2:12][CH:11]([CH:14]2[O:28][C:17]3=[CH:18][N:19]=[C:20]([N:22]4[CH2:27][CH2:26][NH:25][CH2:24][CH2:23]4)[CH:21]=[C:16]3[CH2:15]2)[CH2:10][CH2:9]1)=[O:7])([CH3:4])([CH3:3])[CH3:2].[CH:29]([S:32](Cl)(=[O:34])=[O:33])([CH3:31])[CH3:30].C(N(CC)CC)C. Product: [C:1]([O:5][C:6]([N:8]1[CH2:13][CH2:12][CH:11]([CH:14]2[O:28][C:17]3=[CH:18][N:19]=[C:20]([N:22]4[CH2:23][CH2:24][N:25]([S:32]([CH:29]([CH3:31])[CH3:30])(=[O:34])=[O:33])[CH2:26][CH2:27]4)[CH:21]=[C:16]3[CH2:15]2)[CH2:10][CH2:9]1)=[O:7])([CH3:4])([CH3:2])[CH3:3]. The catalyst class is: 4. (4) Reactant: [CH:1]1([NH:4][C:5](=[O:26])[C:6]2[CH:11]=[CH:10][C:9]([CH3:12])=[C:8]([N:13]3[C:22](=[O:23])[C:21]4[C:16](=[C:17]([O:24]C)[CH:18]=[CH:19][CH:20]=4)[N:15]=[CH:14]3)[CH:7]=2)[CH2:3][CH2:2]1.B(Br)(Br)Br. Product: [CH:1]1([NH:4][C:5](=[O:26])[C:6]2[CH:11]=[CH:10][C:9]([CH3:12])=[C:8]([N:13]3[C:22](=[O:23])[C:21]4[C:16](=[C:17]([OH:24])[CH:18]=[CH:19][CH:20]=4)[N:15]=[CH:14]3)[CH:7]=2)[CH2:3][CH2:2]1. The catalyst class is: 2.